Dataset: Forward reaction prediction with 1.9M reactions from USPTO patents (1976-2016). Task: Predict the product of the given reaction. (1) Given the reactants [OH:1][CH:2]([C:7]1[CH:8]=[CH:9][C:10]([C:13](=O)[CH2:14][CH2:15][C:16](=O)[CH:17]([C:25]2[CH:30]=[CH:29][C:28]([S:31][CH3:32])=[CH:27][N:26]=2)[CH2:18][CH:19]2[CH2:24][CH2:23][O:22][CH2:21][CH2:20]2)=[N:11][CH:12]=1)[C:3]([OH:6])([CH3:5])[CH3:4].C([O-])(=O)C.[NH4+:39].[OH-].[Na+], predict the reaction product. The product is: [CH3:4][C:3]([OH:6])([CH3:5])[CH:2]([C:7]1[CH:12]=[N:11][C:10]([C:13]2[NH:39][C:16]([CH:17]([C:25]3[CH:30]=[CH:29][C:28]([S:31][CH3:32])=[CH:27][N:26]=3)[CH2:18][CH:19]3[CH2:24][CH2:23][O:22][CH2:21][CH2:20]3)=[CH:15][CH:14]=2)=[CH:9][CH:8]=1)[OH:1]. (2) The product is: [CH2:10]1[O:9][C:8]2([CH2:7][CH2:6][C:5]3([CH:15]([OH:17])[CH2:2][CH2:3][CH2:4]3)[CH2:14][CH2:13]2)[O:12][CH2:11]1. Given the reactants I[CH2:2][CH2:3][CH2:4][C:5]1([C:15]([O:17]CC)=O)[CH2:14][CH2:13][C:8]2([O:12][CH2:11][CH2:10][O:9]2)[CH2:7][CH2:6]1.[I-].[Sm+2].[I-], predict the reaction product. (3) Given the reactants [F:1][C:2]1[CH:3]=[C:4]([NH:15][C:16]2[N:21]=[C:20]([NH:22][C:23]3[CH:24]=[C:25]([CH2:29][C:30]#[N:31])[CH:26]=[CH:27][CH:28]=3)[CH:19]=[CH:18][N:17]=2)[CH:5]=[CH:6][C:7]=1[N:8]1[CH2:13][CH2:12][N:11]([CH3:14])[CH2:10][CH2:9]1.CC(C)=O.[OH:36][S:37]([OH:40])(=[O:39])=[O:38], predict the reaction product. The product is: [S:37]([OH:40])([OH:39])(=[O:38])=[O:36].[F:1][C:2]1[CH:3]=[C:4]([NH:15][C:16]2[N:21]=[C:20]([NH:22][C:23]3[CH:24]=[C:25]([CH2:29][C:30]#[N:31])[CH:26]=[CH:27][CH:28]=3)[CH:19]=[CH:18][N:17]=2)[CH:5]=[CH:6][C:7]=1[N:8]1[CH2:13][CH2:12][N:11]([CH3:14])[CH2:10][CH2:9]1. (4) Given the reactants [NH2:1][C:2]1[CH:12]=[CH:11][CH:10]=[CH:9][C:3]=1[O:4][CH2:5][CH2:6][C:7]#[N:8].C(O)(=O)C.[N:17]([O-])=O.[Na+].[CH3:21][O:22][C:23](=[O:29])[CH:24]([Cl:28])C(C)=O, predict the reaction product. The product is: [Cl:28][C:24](=[N:17][NH:1][C:2]1[CH:12]=[CH:11][CH:10]=[CH:9][C:3]=1[O:4][CH2:5][CH2:6][C:7]#[N:8])[C:23]([O:22][CH3:21])=[O:29].